Task: Binary Classification. Given a miRNA mature sequence and a target amino acid sequence, predict their likelihood of interaction.. Dataset: Experimentally validated miRNA-target interactions with 360,000+ pairs, plus equal number of negative samples The miRNA is hsa-miR-106a-3p with sequence CUGCAAUGUAAGCACUUCUUAC. The protein sequence of the target gene is MRARGWGRLPRRLLLLLVLCVQATRPMGYFELQLSALRNVNGELLSGACCDGDGRTTRAGGCGRDECDTYVRVCLKEYQAKVTPTGPCSYGYGATPVLGGNSFYLPPAGAAGDRARARSRTGGHQDPGLVVIPFQFAWPRSFTLIVEAWDWDNDTTPDEELLIERVSHAGMINPEDRWKSLHFSGHVAHLELQIRVRCDENYYSATCNKFCRPRNDFFGHYTCDQYGNKACMDGWMGKECKEAVCKQGCNLLHGGCTVPGECRCSYGWQGKFCDECVPYPGCVHGSCVEPWHCDCETNWG.... Result: 0 (no interaction).